This data is from Full USPTO retrosynthesis dataset with 1.9M reactions from patents (1976-2016). The task is: Predict the reactants needed to synthesize the given product. (1) Given the product [Br:1][C:2]1[CH:3]=[CH:4][C:5]([N:8]2[CH2:13][CH2:12][N:11]([S:14]([CH:17]=[CH:42][CH2:41][CH2:40][CH2:39][C:34]3[N:35]=[CH:36][CH:37]=[CH:38][N:33]=3)(=[O:15])=[O:16])[CH2:10][CH2:9]2)=[CH:6][CH:7]=1, predict the reactants needed to synthesize it. The reactants are: [Br:1][C:2]1[CH:7]=[CH:6][C:5]([N:8]2[CH2:13][CH2:12][N:11]([S:14]([CH3:17])(=[O:16])=[O:15])[CH2:10][CH2:9]2)=[CH:4][CH:3]=1.C[Si]([N-][Si](C)(C)C)(C)C.[Li+].Cl[Si](C)(C)C.[N:33]1[CH:38]=[CH:37][CH:36]=[N:35][C:34]=1[CH2:39][CH2:40][CH2:41][CH:42]=O. (2) Given the product [Cl:30][C:31]1[CH:32]=[C:33]([CH:36]=[CH:37][C:38]=1[O:39][C:50]1[CH:40]=[C:6]([NH:8][CH:16]2[CH2:17][CH2:18]2)[N:5]2[N:19]=[CH:20][C:21](/[CH:22]=[C:23]3\[NH:24][C:25](=[O:29])[NH:26][C:27]\3=[O:28])=[C:4]2[N:48]=1)[C:34]#[N:35], predict the reactants needed to synthesize it. The reactants are: ClC1N=[C:6]([N:8]([CH:16]2[CH2:18][CH2:17]2)C(=O)OC(C)(C)C)[N:5]2[N:19]=[CH:20][C:21](/[CH:22]=[C:23]3\[NH:24][C:25](=[O:29])[NH:26][C:27]\3=[O:28])=[C:4]2C=1.[Cl:30][C:31]1[CH:32]=[C:33]([CH:36]=[CH:37][C:38]=1[OH:39])[C:34]#[N:35].[C:40]([O-])([O-])=O.[K+].[K+].O.C[N:48]([CH:50]=O)C.